This data is from Catalyst prediction with 721,799 reactions and 888 catalyst types from USPTO. The task is: Predict which catalyst facilitates the given reaction. (1) Reactant: [CH3:1][S:2]([OH:5])(=[O:4])=[O:3].O.CO. Product: [OH2:3].[S:2]([OH:5])(=[O:4])(=[O:3])[CH3:1].[S:2]([OH:5])(=[O:4])(=[O:3])[CH3:1]. The catalyst class is: 32. (2) Reactant: [CH2:1]([O:3][C:4]1[CH:9]=[CH:8][C:7]([N:10]2[C:18]([CH3:19])=[C:17]3[C:12]([C:13]([CH3:21])=[N:14][N:15]=[C:16]3[CH3:20])=[C:11]2[CH3:22])=[C:6]([CH:23]=[CH2:24])[CH:5]=1)[CH3:2].NN. Product: [CH2:1]([O:3][C:4]1[CH:9]=[CH:8][C:7]([N:10]2[C:11]([CH3:22])=[C:12]3[C:17]([C:16]([CH3:20])=[N:15][N:14]=[C:13]3[CH3:21])=[C:18]2[CH3:19])=[C:6]([CH2:23][CH3:24])[CH:5]=1)[CH3:2]. The catalyst class is: 8. (3) Reactant: [N:1]1([C:6]2[CH:11]=[CH:10][C:9]([C:12]3[N:16]([C:17]4[CH:22]=[CH:21][C:20]([C:23](=O)[NH2:24])=[CH:19][C:18]=4[CH3:26])[C:15]([CH2:27][CH2:28][C:29]([O:31][CH2:32][CH3:33])=[O:30])=[CH:14][CH:13]=3)=[CH:8][CH:7]=2)[CH:5]=[CH:4][N:3]=[CH:2]1.O=P(Cl)(Cl)Cl.C([O-])([O-])=O.[Na+].[Na+]. Product: [N:1]1([C:6]2[CH:7]=[CH:8][C:9]([C:12]3[N:16]([C:17]4[CH:22]=[CH:21][C:20]([C:23]#[N:24])=[CH:19][C:18]=4[CH3:26])[C:15]([CH2:27][CH2:28][C:29]([O:31][CH2:32][CH3:33])=[O:30])=[CH:14][CH:13]=3)=[CH:10][CH:11]=2)[CH:5]=[CH:4][N:3]=[CH:2]1. The catalyst class is: 3. (4) Reactant: [CH3:1][CH2:2][Mg+].[Br-].[N+:5]([C:8]1[CH:9]=[C:10]2[C:14](=[CH:15][CH:16]=1)[NH:13][CH:12]=[CH:11]2)([O-])=O. Product: [NH2:5][C:8]1[C:9]([CH2:2][CH3:1])=[C:10]2[C:14](=[CH:15][CH:16]=1)[NH:13][CH:12]=[CH:11]2. The catalyst class is: 45. (5) Reactant: F[C:2]1[CH:7]=[CH:6][C:5]([N+:8]([O-:10])=[O:9])=[CH:4][CH:3]=1.[CH3:11][C@H:12]1[CH2:17][NH:16][CH2:15][CH2:14][N:13]1[C:18]([O:20][C:21]([CH3:24])([CH3:23])[CH3:22])=[O:19].C(=O)([O-])[O-].[K+].[K+]. Product: [CH3:11][C@H:12]1[CH2:17][N:16]([C:2]2[CH:7]=[CH:6][C:5]([N+:8]([O-:10])=[O:9])=[CH:4][CH:3]=2)[CH2:15][CH2:14][N:13]1[C:18]([O:20][C:21]([CH3:22])([CH3:24])[CH3:23])=[O:19]. The catalyst class is: 148. (6) Reactant: C[O:2][C:3](=[O:48])[CH:4]([C:24]1[CH:29]=[CH:28][CH:27]=[C:26]([N:30]([C:41]([O:43][C:44]([CH3:47])([CH3:46])[CH3:45])=[O:42])[C:31]([NH2:40])=[N:32][C:33]([O:35][C:36]([CH3:39])([CH3:38])[CH3:37])=[O:34])[CH:25]=1)[O:5][P:6]([CH:9]([NH:13][C:14]([O:16][CH2:17][C:18]1[CH:23]=[CH:22][CH:21]=[CH:20][CH:19]=1)=[O:15])[CH:10]([CH3:12])[CH3:11])([OH:8])=[O:7].[Li+].[OH-].OS([O-])(=O)=O.[Na+]. Product: [C:44]([O:43][C:41]([N:30]([C:26]1[CH:25]=[C:24]([CH:4]([O:5][P:6]([CH:9]([NH:13][C:14]([O:16][CH2:17][C:18]2[CH:19]=[CH:20][CH:21]=[CH:22][CH:23]=2)=[O:15])[CH:10]([CH3:12])[CH3:11])([OH:8])=[O:7])[C:3]([OH:48])=[O:2])[CH:29]=[CH:28][CH:27]=1)[C:31]([NH2:40])=[N:32][C:33]([O:35][C:36]([CH3:37])([CH3:38])[CH3:39])=[O:34])=[O:42])([CH3:46])([CH3:47])[CH3:45]. The catalyst class is: 24.